This data is from Full USPTO retrosynthesis dataset with 1.9M reactions from patents (1976-2016). The task is: Predict the reactants needed to synthesize the given product. (1) Given the product [C:35]1([C:33]2[S:34][C:30]3[C:29]([C:41]([NH:1][C:2]4[CH:7]=[N:6][CH:5]=[CH:4][N:3]=4)=[O:42])=[CH:28][N:27]=[C:26]([NH:25][C@H:21]4[CH2:22][CH2:23][CH2:24][N:19]([C:17]([O:16][C:12]([CH3:15])([CH3:14])[CH3:13])=[O:18])[CH2:20]4)[C:31]=3[CH:32]=2)[CH:36]=[CH:37][CH:38]=[CH:39][CH:40]=1, predict the reactants needed to synthesize it. The reactants are: [NH2:1][C:2]1[CH:7]=[N:6][CH:5]=[CH:4][N:3]=1.C[Al](C)C.[C:12]([O:16][C:17]([N:19]1[CH2:24][CH2:23][CH2:22][C@H:21]([NH:25][C:26]2[C:31]3[CH:32]=[C:33]([C:35]4[CH:40]=[CH:39][CH:38]=[CH:37][CH:36]=4)[S:34][C:30]=3[C:29]([C:41](O)=[O:42])=[CH:28][N:27]=2)[CH2:20]1)=[O:18])([CH3:15])([CH3:14])[CH3:13].CN(C(ON1N=NC2C=CC=NC1=2)=[N+](C)C)C.F[P-](F)(F)(F)(F)F.CCN(C(C)C)C(C)C. (2) The reactants are: [CH3:1][C:2]([C:4]1[CH:9]=[CH:8][C:7](I)=[CH:6][CH:5]=1)=[O:3].[CH:11]([C:13]1[S:17][C:16](B(O)O)=[CH:15][CH:14]=1)=[O:12]. Given the product [C:2]([C:4]1[CH:9]=[CH:8][C:7]([C:16]2[S:17][C:13]([CH:11]=[O:12])=[CH:14][CH:15]=2)=[CH:6][CH:5]=1)(=[O:3])[CH3:1], predict the reactants needed to synthesize it. (3) Given the product [Cl:25][C:6]1[C:7]([CH:8]([CH2:13][CH2:14][CH3:15])[C:9]([O:11][CH3:12])=[O:10])=[C:2]([CH3:1])[N:3]=[C:4]([C:17]2[CH:22]=[CH:21][CH:20]=[CH:19][CH:18]=2)[N:5]=1, predict the reactants needed to synthesize it. The reactants are: [CH3:1][C:2]1[N:3]=[C:4]([C:17]2[CH:22]=[CH:21][CH:20]=[CH:19][CH:18]=2)[NH:5][C:6](=O)[C:7]=1[CH:8]([CH2:13][CH2:14][CH3:15])[C:9]([O:11][CH3:12])=[O:10].P(Cl)(Cl)([Cl:25])=O.CN(C)C1C=CC=CC=1. (4) Given the product [Cl:11][C:12]1[N:13]=[CH:14][N:15]=[C:16]([NH:1][CH2:2][C@@H:3]([C:5]2[CH:10]=[CH:9][CH:8]=[CH:7][CH:6]=2)[OH:4])[CH:17]=1, predict the reactants needed to synthesize it. The reactants are: [NH2:1][CH2:2][C@@H:3]([C:5]1[CH:10]=[CH:9][CH:8]=[CH:7][CH:6]=1)[OH:4].[Cl:11][C:12]1[CH:17]=[C:16](Cl)[N:15]=[CH:14][N:13]=1.C([O-])(O)=O.[Na+].[OH-].[Na+]. (5) Given the product [CH2:1]([N:8]([CH3:22])[S:9]([C:12]1[CH:13]=[CH:14][C:15]([CH2:18][C:19]([N:29]2[CH2:28][CH2:27][C:26]3[C:31](=[C:32]([N:35]4[CH2:40][CH2:39][N:38]([CH3:41])[CH2:37][CH2:36]4)[CH:33]=[CH:34][C:25]=3[O:24][CH3:23])[CH2:30]2)=[O:21])=[CH:16][CH:17]=1)(=[O:11])=[O:10])[C:2]1[CH:3]=[CH:4][CH:5]=[CH:6][CH:7]=1, predict the reactants needed to synthesize it. The reactants are: [CH2:1]([N:8]([CH3:22])[S:9]([C:12]1[CH:17]=[CH:16][C:15]([CH2:18][C:19]([OH:21])=O)=[CH:14][CH:13]=1)(=[O:11])=[O:10])[C:2]1[CH:7]=[CH:6][CH:5]=[CH:4][CH:3]=1.[CH3:23][O:24][C:25]1[CH:34]=[CH:33][C:32]([N:35]2[CH2:40][CH2:39][N:38]([CH3:41])[CH2:37][CH2:36]2)=[C:31]2[C:26]=1[CH2:27][CH2:28][NH:29][CH2:30]2.CN(C(ON1N=NC2C=CC=NC1=2)=[N+](C)C)C.F[P-](F)(F)(F)(F)F.